Dataset: Full USPTO retrosynthesis dataset with 1.9M reactions from patents (1976-2016). Task: Predict the reactants needed to synthesize the given product. (1) Given the product [C:1]([C:5]1[CH:6]=[CH:7][C:8]([N+:18]([O-:20])=[O:19])=[C:9]([NH2:11])[CH:10]=1)([CH3:4])([CH3:2])[CH3:3], predict the reactants needed to synthesize it. The reactants are: [C:1]([C:5]1[CH:6]=[CH:7][C:8]([N+:18]([O-:20])=[O:19])=[C:9]([NH:11]C(=O)C(F)(F)F)[CH:10]=1)([CH3:4])([CH3:3])[CH3:2].C(=O)([O-])[O-].[K+].[K+]. (2) The reactants are: Br[C:2]1[CH:3]=[C:4]2[C:8](=[CH:9][C:10]=1[O:11][CH3:12])[CH2:7][CH2:6][CH2:5]2.FC1(F)OC2C=C(C)C(C3N=C[C:26]([NH:29][C:30](=O)[C:31]4[CH:36]=[CH:35]C=CC=4F)=[N:27]C=3)=CC=2O1.C(=O)([O-])[O-].[K+].[K+]. Given the product [CH3:12][O:11][C:10]1[CH:9]=[C:8]2[C:4]([CH2:5][CH2:6][CH2:7]2)=[CH:3][C:2]=1[C:31]1[CH:36]=[CH:35][C:26]([NH2:27])=[N:29][CH:30]=1, predict the reactants needed to synthesize it. (3) Given the product [Br:1][C:2]1[CH:25]=[CH:24][CH:23]=[CH:22][C:3]=1[CH2:4][S:5]([N:8]1[CH2:13][CH2:12][CH:11]([NH2:14])[CH2:10][CH2:9]1)(=[O:6])=[O:7], predict the reactants needed to synthesize it. The reactants are: [Br:1][C:2]1[CH:25]=[CH:24][CH:23]=[CH:22][C:3]=1[CH2:4][S:5]([N:8]1[CH2:13][CH2:12][CH:11]([NH:14]C(=O)OC(C)(C)C)[CH2:10][CH2:9]1)(=[O:7])=[O:6]. (4) Given the product [CH2:1]([O:8][C:9]1[CH:14]=[CH:13][C:12]([CH2:15][CH2:16][N+:17]([O-:19])=[O:18])=[CH:11][N:10]=1)[C:2]1[CH:7]=[CH:6][CH:5]=[CH:4][CH:3]=1, predict the reactants needed to synthesize it. The reactants are: [CH2:1]([O:8][C:9]1[CH:14]=[CH:13][C:12](/[CH:15]=[CH:16]/[N+:17]([O-:19])=[O:18])=[CH:11][N:10]=1)[C:2]1[CH:7]=[CH:6][CH:5]=[CH:4][CH:3]=1.C(O)(=O)C.[B-].[Na+].O. (5) Given the product [NH:1]1[C:9]2[C:4](=[N:5][CH:6]=[CH:7][CH:8]=2)[CH:3]=[C:2]1[C:10]([O:12][CH3:13])=[O:11], predict the reactants needed to synthesize it. The reactants are: [NH:1]1[C:9]2[C:4](=[N:5][CH:6]=[CH:7][CH:8]=2)[CH:3]=[C:2]1[C:10]([O:12][CH2:13]C)=[O:11].C([O-])([O-])=O.[K+].[K+].CCOCC. (6) Given the product [Si:1]([O:8][CH2:9][C:10]1[N:11]([CH3:26])[C:12]2[C:17]([CH:18]=1)=[CH:16][C:15]1[C:19](=[O:25])[CH2:20][CH:21]([CH3:24])[CH2:22][O:23][C:14]=1[CH:13]=2)([C:4]([CH3:6])([CH3:5])[CH3:7])([CH3:3])[CH3:2], predict the reactants needed to synthesize it. The reactants are: [Si:1]([O:8][CH2:9][C:10]1[N:11]([CH3:26])[C:12]2[C:17]([CH:18]=1)=[CH:16][C:15]1[C:19](=[O:25])[CH:20]=[C:21]([CH3:24])[CH2:22][O:23][C:14]=1[CH:13]=2)([C:4]([CH3:7])([CH3:6])[CH3:5])([CH3:3])[CH3:2].